From a dataset of Reaction yield outcomes from USPTO patents with 853,638 reactions. Predict the reaction yield, written as a fraction of the theoretical maximum amount of product (1.0 means a 100% yield; for example, 0.34 means a 34% yield). (1) The reactants are [NH2:1][C:2]1[C:3]2[N:4]([C:8]([C@@H:26]3[CH2:30][CH2:29][CH2:28][NH:27]3)=[N:9][C:10]=2[C:11]2[CH:25]=[CH:24][C:14]([C:15]([NH:17][C:18]3[CH:23]=[CH:22][CH:21]=[CH:20][N:19]=3)=[O:16])=[CH:13][CH:12]=2)[CH:5]=[CH:6][N:7]=1.NC1C2N(C([C@@H]3CCCN3C(OCC3C=CC=CC=3)=O)=NC=2Br)C=CN=1.[F:57]C1C=CN=C(NC(=O)C2C=CC(B3OC(C)(C)C(C)(C)O3)=CC=2)C=1. No catalyst specified. The product is [NH2:1][C:2]1[C:3]2[N:4]([C:8]([C@@H:26]3[CH2:30][CH2:29][CH2:28][NH:27]3)=[N:9][C:10]=2[C:11]2[CH:25]=[CH:24][C:14]([C:15]([NH:17][C:18]3[CH:23]=[C:22]([F:57])[CH:21]=[CH:20][N:19]=3)=[O:16])=[CH:13][CH:12]=2)[CH:5]=[CH:6][N:7]=1. The yield is 0.930. (2) The reactants are C([Si](C)(C)[O:6][CH2:7][CH2:8][N:9]([CH2:37][CH3:38])[CH2:10][CH2:11][CH2:12][CH2:13][CH2:14][C@H:15]1[CH2:20][CH2:19][C@H:18]([N+:21]([O-:36])([CH3:35])[S:22]([C:25]2[CH:30]=[CH:29][C:28]([C:31]([F:34])([F:33])[F:32])=[CH:27][CH:26]=2)(=[O:24])=[O:23])[CH2:17][CH2:16]1)(C)(C)C.CCCC[N+](CCCC)(CCCC)CCCC.[F-]. The catalyst is C1COCC1. The product is [CH2:37]([N:9]([CH2:8][CH2:7][OH:6])[CH2:10][CH2:11][CH2:12][CH2:13][CH2:14][C@H:15]1[CH2:20][CH2:19][C@H:18]([N+:21]([O-:36])([CH3:35])[S:22]([C:25]2[CH:26]=[CH:27][C:28]([C:31]([F:34])([F:33])[F:32])=[CH:29][CH:30]=2)(=[O:23])=[O:24])[CH2:17][CH2:16]1)[CH3:38]. The yield is 0.440. (3) The reactants are [O:1]1[C:5]2[CH:6]=[CH:7][C:8]([OH:10])=[CH:9][C:4]=2[O:3][CH2:2]1.C([Mg]Cl)(C)C.[CH:16]1([CH2:19][CH2:20][N:21]2[C:29]3[C:24](=[CH:25][CH:26]=[CH:27][CH:28]=3)[C:23](=[O:30])[C:22]2=[O:31])[CH2:18][CH2:17]1. The catalyst is C1COCC1.ClCCl. The product is [CH:16]1([CH2:19][CH2:20][N:21]2[C:29]3[C:24](=[CH:25][CH:26]=[CH:27][CH:28]=3)[C:23]([OH:30])([C:7]3[C:8]([OH:10])=[CH:9][C:4]4[O:3][CH2:2][O:1][C:5]=4[CH:6]=3)[C:22]2=[O:31])[CH2:18][CH2:17]1. The yield is 0.760.